From a dataset of Catalyst prediction with 721,799 reactions and 888 catalyst types from USPTO. Predict which catalyst facilitates the given reaction. (1) Reactant: [H-].[Na+].ClC1C=C(NC2C3C4CCC5C(=CN(CCO)N=5)C=4SC=3N=CN=2)C=CC=1OCC1C=CC=C(F)C=1.IC.[Cl:41][C:42]1[CH:43]=[C:44]([N:57](C)[C:58]2[N:59]=[CH:60][N:61]=[C:62]3[S:77][C:65]4[C:66]5[C:70]([CH2:71][CH2:72][C:64]=4[C:63]=23)=[N:69][N:68]([CH2:73][CH2:74][O:75][CH3:76])[CH:67]=5)[CH:45]=[CH:46][C:47]=1[O:48][CH2:49][C:50]1[CH:55]=[CH:54][CH:53]=[C:52]([F:56])[CH:51]=1. Product: [Cl:41][C:42]1[CH:43]=[C:44]([NH:57][C:58]2[N:59]=[CH:60][N:61]=[C:62]3[S:77][C:65]4[C:66]5[C:70]([CH2:71][CH2:72][C:64]=4[C:63]=23)=[N:69][N:68]([CH2:73][CH2:74][O:75][CH3:76])[CH:67]=5)[CH:45]=[CH:46][C:47]=1[O:48][CH2:49][C:50]1[CH:55]=[CH:54][CH:53]=[C:52]([F:56])[CH:51]=1. The catalyst class is: 136. (2) Reactant: [Br:1][C:2]1[CH:3]=[CH:4][CH:5]=[C:6]2[C:29]=1[C:9]1([CH2:14][CH2:13][N:12]([C:15](=[O:28])/[CH:16]=[CH:17]/[C:18]3[CH:23]=[CH:22][CH:21]=[CH:20][C:19]=3[C:24]([F:27])([F:26])[F:25])[CH2:11][CH2:10]1)[CH2:8][CH:7]2[CH2:30][C:31]([O:33]CC)=[O:32].O[Li].O. Product: [Br:1][C:2]1[CH:3]=[CH:4][CH:5]=[C:6]2[C:29]=1[C:9]1([CH2:10][CH2:11][N:12]([C:15](=[O:28])/[CH:16]=[CH:17]/[C:18]3[CH:23]=[CH:22][CH:21]=[CH:20][C:19]=3[C:24]([F:25])([F:27])[F:26])[CH2:13][CH2:14]1)[CH2:8][CH:7]2[CH2:30][C:31]([OH:33])=[O:32]. The catalyst class is: 87. (3) Reactant: [C:1]([CH2:4][C:5]1[CH:13]=[C:12]([O:14][CH3:15])[CH:11]=[CH:10][C:6]=1[C:7](O)=[O:8])(O)=[O:2].[NH2:16]C(N)=O. The catalyst class is: 6. Product: [CH3:15][O:14][C:12]1[CH:13]=[C:5]2[C:6](=[CH:10][CH:11]=1)[C:7](=[O:8])[NH:16][C:1](=[O:2])[CH2:4]2. (4) The catalyst class is: 4. Product: [Cl:37][C:32]1[CH:31]=[C:30]([C:22]2[CH:23]=[C:24]([C:26]([F:27])([F:29])[F:28])[N:25]=[C:20]([C:16]3[CH:15]=[C:14]([C:11]4[S:10][C:9]([S:6]([NH2:5])(=[O:7])=[O:8])=[CH:13][CH:12]=4)[CH:19]=[CH:18][CH:17]=3)[N:21]=2)[CH:35]=[CH:34][C:33]=1[Cl:36]. Reactant: C([NH:5][S:6]([C:9]1[S:10][C:11]([C:14]2[CH:19]=[CH:18][CH:17]=[C:16]([C:20]3[N:25]=[C:24]([C:26]([F:29])([F:28])[F:27])[CH:23]=[C:22]([C:30]4[CH:35]=[CH:34][C:33]([Cl:36])=[C:32]([Cl:37])[CH:31]=4)[N:21]=3)[CH:15]=2)=[CH:12][CH:13]=1)(=[O:8])=[O:7])(C)(C)C.C(O)(C(F)(F)F)=O. (5) Reactant: [CH3:1][CH2:2][CH2:3][CH2:4][CH2:5][CH2:6][CH2:7][CH2:8][CH2:9][CH2:10][CH2:11][CH2:12][CH2:13][CH2:14][O:15][C:16]1[O:20][C:19]([C:21]([OH:23])=[O:22])=[CH:18][CH:17]=1.[C:24]([OH:27])(=[O:26])[CH3:25]. Product: [CH3:1][CH2:2][CH2:3][CH2:4][CH2:5][CH2:6][CH2:7][CH2:8][CH2:9][CH2:10][CH2:11][CH2:12][CH2:13][CH2:14][O:15][C:16]1[O:20][C:19]([C:21]([OH:23])=[O:22])=[CH:18][CH:17]=1.[C:24]([O-:27])(=[O:26])[CH3:25]. The catalyst class is: 6.